From a dataset of Peptide-MHC class II binding affinity with 134,281 pairs from IEDB. Regression. Given a peptide amino acid sequence and an MHC pseudo amino acid sequence, predict their binding affinity value. This is MHC class II binding data. (1) The peptide sequence is ILQLLKDFLELLRYL. The MHC is HLA-DPA10103-DPB10401 with pseudo-sequence HLA-DPA10103-DPB10401. The binding affinity (normalized) is 0.563. (2) The peptide sequence is KKIGESSSSSVTEGERT. The MHC is DRB3_0301 with pseudo-sequence DRB3_0301. The binding affinity (normalized) is 0.577.